From a dataset of Full USPTO retrosynthesis dataset with 1.9M reactions from patents (1976-2016). Predict the reactants needed to synthesize the given product. Given the product [C:43]12([C:42]3[C:13](=[C:14]([C:6](=[O:50])[CH3:7])[CH:15]=[CH:16][CH:41]=3)[O:12][CH2:10][CH2:11]1)[CH2:44][CH2:45]2, predict the reactants needed to synthesize it. The reactants are: CCN([CH2:6][CH3:7])CC.N#N.[CH:10]([O:12][CH2:13][CH2:14][CH2:15][CH3:16])=[CH2:11].[CH:43]1[CH:44]=[CH:45]C(P(C2[CH:41]=[CH:42][CH:43]=[CH:44][CH:45]=2)CCCP([C:43]2[CH:44]=[CH:45]C=[CH:41][CH:42]=2)[C:43]2[CH:44]=[CH:45]C=[CH:41][CH:42]=2)=[CH:41][CH:42]=1.CN(C=[O:50])C.